Regression. Given a peptide amino acid sequence and an MHC pseudo amino acid sequence, predict their binding affinity value. This is MHC class II binding data. From a dataset of Peptide-MHC class II binding affinity with 134,281 pairs from IEDB. (1) The binding affinity (normalized) is 0. The MHC is DRB3_0202 with pseudo-sequence DRB3_0202. The peptide sequence is SARYDVALSEQGEFK. (2) The peptide sequence is TWYGKPTGAGPKDNG. The MHC is DRB4_0101 with pseudo-sequence DRB4_0103. The binding affinity (normalized) is 0. (3) The peptide sequence is EQQINHHWHKSGSSIGKA. The MHC is DRB3_0101 with pseudo-sequence DRB3_0101. The binding affinity (normalized) is 0. (4) The peptide sequence is YVAWMSATAALAREA. The MHC is DRB1_0101 with pseudo-sequence DRB1_0101. The binding affinity (normalized) is 0.907.